Regression/Classification. Given a drug SMILES string, predict its absorption, distribution, metabolism, or excretion properties. Task type varies by dataset: regression for continuous measurements (e.g., permeability, clearance, half-life) or binary classification for categorical outcomes (e.g., BBB penetration, CYP inhibition). Dataset: cyp2c9_veith. From a dataset of CYP2C9 inhibition data for predicting drug metabolism from PubChem BioAssay. The compound is CCNCCCNCCCNCCCNCC. The result is 0 (non-inhibitor).